From a dataset of Human liver microsome stability data. Regression/Classification. Given a drug SMILES string, predict its absorption, distribution, metabolism, or excretion properties. Task type varies by dataset: regression for continuous measurements (e.g., permeability, clearance, half-life) or binary classification for categorical outcomes (e.g., BBB penetration, CYP inhibition). Dataset: hlm. (1) The molecule is C[C@@H]1CCCN1CCCOc1ccc(C(=O)CN2CCOCC2)cc1. The result is 0 (unstable in human liver microsomes). (2) The compound is O=C(N[C@H](Cc1c[nH]c2ccccc12)C(=O)Nc1ccncc1)c1ccc(N2CCN(c3ccc(F)c(F)c3)CC2)cc1F. The result is 1 (stable in human liver microsomes). (3) The drug is O=C(NO)c1ccc(CN2c3ccccc3Sc3ccccc32)cc1. The result is 0 (unstable in human liver microsomes). (4) The compound is CCN(CC)CCN=C(C)Nc1ccnc2cc(Cl)ccc12. The result is 1 (stable in human liver microsomes). (5) The molecule is CN(C)Cc1nc(O)c2sc3ccc(-c4ccc(O)cc4)cc3c2n1. The result is 0 (unstable in human liver microsomes). (6) The compound is CC1C(=O)N(C)c2ccc(C(=O)N3CCc4ccccc43)cc2N1C1CCCC1. The result is 1 (stable in human liver microsomes). (7) The drug is CCN(CC)C(=O)COC[C@H](C)[C@H]1CC[C@@H](C)[C@@H](N(C)c2ncnc3[nH]ccc23)C1. The result is 1 (stable in human liver microsomes).